Dataset: Peptide-MHC class I binding affinity with 185,985 pairs from IEDB/IMGT. Task: Regression. Given a peptide amino acid sequence and an MHC pseudo amino acid sequence, predict their binding affinity value. This is MHC class I binding data. (1) The peptide sequence is RQADILRQF. The MHC is HLA-B15:02 with pseudo-sequence HLA-B15:02. The binding affinity (normalized) is 0.0998. (2) The MHC is HLA-A33:01 with pseudo-sequence HLA-A33:01. The binding affinity (normalized) is 0.0719. The peptide sequence is TSMMVILPDK. (3) The peptide sequence is DYDQRDYGF. The MHC is HLA-A02:01 with pseudo-sequence HLA-A02:01. The binding affinity (normalized) is 0.0847. (4) The peptide sequence is TTFHQTLQD. The MHC is HLA-A68:01 with pseudo-sequence HLA-A68:01. The binding affinity (normalized) is 0.124. (5) The peptide sequence is TALAFHLTTR. The MHC is HLA-A68:01 with pseudo-sequence HLA-A68:01. The binding affinity (normalized) is 0.573. (6) The MHC is HLA-A26:02 with pseudo-sequence HLA-A26:02. The binding affinity (normalized) is 0.0847. The peptide sequence is QQLYTSPSF. (7) The peptide sequence is TSADLTVEK. The MHC is HLA-A11:01 with pseudo-sequence HLA-A11:01. The binding affinity (normalized) is 0.517.